This data is from Full USPTO retrosynthesis dataset with 1.9M reactions from patents (1976-2016). The task is: Predict the reactants needed to synthesize the given product. (1) The reactants are: [O:1]1[CH2:6][CH2:5][CH2:4][CH:3]([CH2:7][OH:8])[CH2:2]1.C(N(CC)CC)C.[S:16](Cl)([CH3:19])(=[O:18])=[O:17]. Given the product [CH3:19][S:16]([O:8][CH2:7][CH:3]1[CH2:4][CH2:5][CH2:6][O:1][CH2:2]1)(=[O:18])=[O:17], predict the reactants needed to synthesize it. (2) Given the product [CH2:1]([C:7]1[CH:8]=[C:9]([C:13]2[N:17]([CH3:18])[C:16]([C:19]([N:21]3[CH2:26][CH2:25][CH:24]([N:27]4[CH2:31][CH2:30][CH2:29][CH2:28]4)[CH2:23][CH2:22]3)=[O:20])=[C:15]([C:45]#[C:44][Si:41]([CH3:43])([CH3:42])[CH3:40])[N:14]=2)[CH:10]=[CH:11][CH:12]=1)[CH2:2][CH2:3][CH2:4][CH2:5][CH3:6], predict the reactants needed to synthesize it. The reactants are: [CH2:1]([C:7]1[CH:8]=[C:9]([C:13]2[N:17]([CH3:18])[C:16]([C:19]([N:21]3[CH2:26][CH2:25][CH:24]([N:27]4[CH2:31][CH2:30][CH2:29][CH2:28]4)[CH2:23][CH2:22]3)=[O:20])=[C:15](I)[N:14]=2)[CH:10]=[CH:11][CH:12]=1)[CH2:2][CH2:3][CH2:4][CH2:5][CH3:6].CCN(CC)CC.[CH3:40][Si:41]([C:44]#[CH:45])([CH3:43])[CH3:42]. (3) Given the product [Br:1][C:2]1[CH:3]=[N:4][C:5]([N:8]2[CH2:13][CH2:12][C:11]([O:18][CH3:23])([C:14]([OH:16])=[O:15])[CH2:10][CH2:9]2)=[N:6][CH:7]=1, predict the reactants needed to synthesize it. The reactants are: [Br:1][C:2]1[CH:3]=[N:4][C:5]([N:8]2[CH2:13][CH2:12][C:11]([OH:18])([C:14]([O:16]C)=[O:15])[CH2:10][CH2:9]2)=[N:6][CH:7]=1.[H-].[Na+].CI.[CH3:23]CCCCC. (4) The reactants are: [NH2:1][CH:2]1[N:8]=[C:7]([C:9]2[CH:14]=[CH:13][CH:12]=[CH:11][CH:10]=2)[C:6]2[CH:15]=[CH:16][CH:17]=[CH:18][C:5]=2[N:4]([CH3:19])[C:3]1=[O:20].[CH3:21][CH:22]([C:26]([NH:28][CH2:29][C:30]1[CH:35]=[CH:34][C:33]([O:36][CH3:37])=[C:32]([O:38][CH3:39])[CH:31]=1)=[O:27])[C:23](O)=[O:24]. Given the product [CH3:39][O:38][C:32]1[CH:31]=[C:30]([CH:35]=[CH:34][C:33]=1[O:36][CH3:37])[CH2:29][NH:28][C:26](=[O:27])[CH:22]([CH3:21])[C:23]([NH:1][CH:2]1[C:3](=[O:20])[N:4]([CH3:19])[C:5]2[CH:18]=[CH:17][CH:16]=[CH:15][C:6]=2[C:7]([C:9]2[CH:14]=[CH:13][CH:12]=[CH:11][CH:10]=2)=[N:8]1)=[O:24], predict the reactants needed to synthesize it. (5) Given the product [N:23]1([C:20]([C:18]2[NH:17][C:13]3[N:14]=[CH:15][N:16]=[C:11]([NH:10][C:8]4[CH:9]=[C:4]5[CH:3]=[N:2][NH:1][C:5]5=[CH:6][N:7]=4)[C:12]=3[CH:19]=2)=[O:22])[CH2:28][CH2:27][CH2:26][CH2:25][CH2:24]1, predict the reactants needed to synthesize it. The reactants are: [NH:1]1[C:5]2=[CH:6][N:7]=[C:8]([NH:10][C:11]3[C:12]4[CH:19]=[C:18]([C:20]([OH:22])=O)[NH:17][C:13]=4[N:14]=[CH:15][N:16]=3)[CH:9]=[C:4]2[CH:3]=[N:2]1.[NH:23]1[CH2:28][CH2:27][CH2:26][CH2:25][CH2:24]1. (6) The reactants are: [OH:1][C:2]1[CH:7]=[CH:6][C:5]([C:8]2[C:9]([CH2:21][O:22][C:23]([C:25]3[S:26][C:27]([CH3:30])=[CH:28][CH:29]=3)=[O:24])=[C:10]3[C:15](=[CH:16][CH:17]=2)[NH:14][C:13]([CH3:19])([CH3:18])[CH:12]=[C:11]3[CH3:20])=[C:4]([O:31][CH3:32])[CH:3]=1.[C:33](N1C=CN=C1)(N1C=CN=C1)=[O:34].[CH3:45][N:46]([CH3:51])[CH2:47][CH2:48][NH:49][CH3:50]. Given the product [CH3:45][N:46]([CH3:51])[CH2:47][CH2:48][N:49]([C:33]([O:1][C:2]1[CH:7]=[CH:6][C:5]([C:8]2[C:9]([CH2:21][O:22][C:23]([C:25]3[S:26][C:27]([CH3:30])=[CH:28][CH:29]=3)=[O:24])=[C:10]3[C:15](=[CH:16][CH:17]=2)[NH:14][C:13]([CH3:18])([CH3:19])[CH:12]=[C:11]3[CH3:20])=[C:4]([O:31][CH3:32])[CH:3]=1)=[O:34])[CH3:50], predict the reactants needed to synthesize it. (7) Given the product [NH2:1][C:2]1[N:7]=[C:6]([C:8]2[C:16]3[C:11](=[CH:12][CH:13]=[CH:14][CH:15]=3)[N:10]([CH2:17][C:18]3[C:19]([CH3:24])=[N:20][O:21][C:22]=3[CH3:23])[N:9]=2)[N:5]=[C:4]([NH:25][C:26]2[C:27]([C:32]([NH:39][CH2:40][CH2:41][OH:42])=[O:33])=[CH:28][N:29]=[CH:30][CH:31]=2)[CH:3]=1, predict the reactants needed to synthesize it. The reactants are: [NH2:1][C:2]1[N:7]=[C:6]([C:8]2[C:16]3[C:11](=[CH:12][CH:13]=[CH:14][CH:15]=3)[N:10]([CH2:17][C:18]3[C:19]([CH3:24])=[N:20][O:21][C:22]=3[CH3:23])[N:9]=2)[N:5]=[C:4]([NH:25][C:26]2[CH:31]=[CH:30][N:29]=[CH:28][C:27]=2[C:32](OCC)=[O:33])[CH:3]=1.O.Cl.[NH2:39][CH2:40][CH2:41][OH:42].